Predict the reactants needed to synthesize the given product. From a dataset of Full USPTO retrosynthesis dataset with 1.9M reactions from patents (1976-2016). (1) Given the product [NH2:1][C:2]1[CH:7]=[CH:6][CH:5]=[CH:4][C:3]=1[NH:8][C:9](=[O:28])[C:10]1[CH:15]=[CH:14][C:13]([CH2:16][N:17]2[CH2:25][C:24]3[C:19](=[CH:20][CH:21]=[CH:22][C:23]=3[C:39]3[CH:40]=[CH:41][C:36]([O:29][C:30]4[CH:35]=[CH:34][CH:33]=[CH:32][CH:31]=4)=[CH:37][CH:38]=3)[C:18]2=[O:27])=[CH:12][CH:11]=1, predict the reactants needed to synthesize it. The reactants are: [NH2:1][C:2]1[CH:7]=[CH:6][CH:5]=[CH:4][C:3]=1[NH:8][C:9](=[O:28])[C:10]1[CH:15]=[CH:14][C:13]([CH2:16][N:17]2[CH2:25][C:24]3[C:19](=[CH:20][CH:21]=[CH:22][C:23]=3Br)[C:18]2=[O:27])=[CH:12][CH:11]=1.[O:29]([C:36]1[CH:41]=[CH:40][C:39](B(O)O)=[CH:38][CH:37]=1)[C:30]1[CH:35]=[CH:34][CH:33]=[CH:32][CH:31]=1. (2) Given the product [CH3:1][C:2]1[CH:7]=[CH:6][C:5]([CH3:8])=[CH:4][C:3]=1[C:9]1[N:10]([CH3:28])[N:11]=[CH:12][C:13]=1[NH:14][C:15]([C:17]1[CH:18]=[N:19][N:20]2[CH:25]=[CH:24][CH:23]=[N:22][C:21]=12)=[O:16], predict the reactants needed to synthesize it. The reactants are: [CH3:1][C:2]1[CH:7]=[CH:6][C:5]([CH3:8])=[CH:4][C:3]=1[C:9]1[C:13]([NH:14][C:15]([C:17]2[CH:18]=[N:19][N:20]3[CH:25]=[CH:24][CH:23]=[N:22][C:21]=23)=[O:16])=[CH:12][NH:11][N:10]=1.IC.[C:28](=O)([O-])[O-].[Cs+].[Cs+]. (3) Given the product [CH3:61][S:58]([NH:57][C:54]1[CH:53]=[CH:52][C:51]([C:2]2[CH:39]=[CH:38][CH:37]=[C:4]([CH2:5][N:6]3[C:10]4[CH:11]=[CH:12][C:13]([O:15][CH2:16][C:17]5[CH:26]=[CH:25][C:24]6[C:19](=[CH:20][CH:21]=[CH:22][CH:23]=6)[N:18]=5)=[CH:14][C:9]=4[N:8]=[C:7]3[CH2:27][C:28]3([C:33]([O:35][CH3:36])=[O:34])[CH2:29][CH2:30][CH2:31][CH2:32]3)[CH:3]=2)=[CH:56][CH:55]=1)(=[O:60])=[O:59], predict the reactants needed to synthesize it. The reactants are: Br[C:2]1[CH:3]=[C:4]([CH:37]=[CH:38][CH:39]=1)[CH2:5][N:6]1[C:10]2[CH:11]=[CH:12][C:13]([O:15][CH2:16][C:17]3[CH:26]=[CH:25][C:24]4[C:19](=[CH:20][CH:21]=[CH:22][CH:23]=4)[N:18]=3)=[CH:14][C:9]=2[N:8]=[C:7]1[CH2:27][C:28]1([C:33]([O:35][CH3:36])=[O:34])[CH2:32][CH2:31][CH2:30][CH2:29]1.C(Cl)Cl.CC1(C)C(C)(C)OB([C:51]2[CH:56]=[CH:55][C:54]([NH:57][S:58]([CH3:61])(=[O:60])=[O:59])=[CH:53][CH:52]=2)O1.C([O-])([O-])=O.[Na+].[Na+]. (4) Given the product [OH:1][C@H:2]1[CH2:23][CH2:22][C@@:21]2([CH3:24])[C@@H:4]([CH2:5][CH2:6][C@:7]3([CH3:33])[C:20]2=[CH:19][C:18](=[O:25])[C@@:17]2([OH:44])[C@@:8]3([CH3:32])[CH2:9][CH2:10][C@:11]3([CH3:31])[C@H:16]2[CH2:15][C@@:14]([CH3:30])([C:26]([O:28][CH3:29])=[O:27])[CH2:13][CH2:12]3)[C:3]1([CH3:35])[CH3:34], predict the reactants needed to synthesize it. The reactants are: [OH:1][C@H:2]1[CH2:23][CH2:22][C@@:21]2([CH3:24])[C@@H:4]([CH2:5][CH2:6][C@:7]3([CH3:33])[C:20]2=[CH:19][C:18](=[O:25])[C@H:17]2[C@@:8]3([CH3:32])[CH2:9][CH2:10][C@:11]3([CH3:31])[C@H:16]2[CH2:15][C@@:14]([CH3:30])([C:26]([O:28][CH3:29])=[O:27])[CH2:13][CH2:12]3)[C:3]1([CH3:35])[CH3:34].C1(C2[O:44]N2S(C2C=CC=CC=2)(=O)=O)C=CC=CC=1. (5) Given the product [Cl:36][C:27]1[CH:28]=[C:29]([O:32][CH:33]([CH3:35])[CH3:34])[CH:30]=[CH:31][C:26]=1[CH2:25][N:9]1[CH2:10][CH2:11][C:12]2[C:17](=[CH:16][CH:15]=[C:14]([CH:18]([NH:20][C:21](=[O:23])[CH3:22])[CH3:19])[CH:13]=2)[CH2:8]1, predict the reactants needed to synthesize it. The reactants are: OC(C(F)(F)F)=O.[CH2:8]1[C:17]2[C:12](=[CH:13][C:14]([CH:18]([NH:20][C:21](=[O:23])[CH3:22])[CH3:19])=[CH:15][CH:16]=2)[CH2:11][CH2:10][NH:9]1.Br[CH2:25][C:26]1[CH:31]=[CH:30][C:29]([O:32][CH:33]([CH3:35])[CH3:34])=[CH:28][C:27]=1[Cl:36]. (6) Given the product [CH2:46]([O:45][CH2:44][C:8]1([C:11]([O:13][CH3:14])=[O:12])[CH2:7][CH2:6][CH:5]([C:1]([CH3:4])([CH3:2])[CH3:3])[CH2:10][CH2:9]1)[C:47]1[CH:52]=[CH:51][CH:50]=[CH:49][CH:48]=1, predict the reactants needed to synthesize it. The reactants are: [C:1]([CH:5]1[CH2:10][CH2:9][CH:8]([C:11]([O:13][CH3:14])=[O:12])[CH2:7][CH2:6]1)([CH3:4])([CH3:3])[CH3:2].CCCCCCC.O1CCCC1.C(C1C=CC=CC=1)C.C([N-]C(C)C)(C)C.[Li+].Cl[CH2:44][O:45][CH2:46][C:47]1[CH:52]=[CH:51][CH:50]=[CH:49][CH:48]=1.C(O)(=O)CC(CC(O)=O)(C(O)=O)O.